Dataset: Catalyst prediction with 721,799 reactions and 888 catalyst types from USPTO. Task: Predict which catalyst facilitates the given reaction. Reactant: [N+:1]([C:4]1[CH:9]=[CH:8][C:7]([NH2:10])=[C:6]([NH2:11])[CH:5]=1)([O-:3])=[O:2].S1[CH:16]=[CH:15][CH:14]=[C:13]1[CH:17]=[O:18].N1C=CC=C1C=O.C1(=O)C=CC(=O)C=C1.N1C2C=CC=CC=2N=C1.[N+](C1C=CC2NC(C3NC=CC=3)=NC=2C=1)([O-])=O. Product: [O:18]1[CH:17]=[CH:13][CH:14]=[C:15]1[C:16]1[NH:10][C:7]2[CH:8]=[CH:9][C:4]([N+:1]([O-:3])=[O:2])=[CH:5][C:6]=2[N:11]=1. The catalyst class is: 8.